From a dataset of Full USPTO retrosynthesis dataset with 1.9M reactions from patents (1976-2016). Predict the reactants needed to synthesize the given product. (1) The reactants are: C(O[C:6]([N:8]([CH2:28][C:29]1[CH:34]=CC=CN=1)[CH2:9][C:10]1[CH:15]=[CH:14][C:13]([CH2:16][NH:17][CH:18]2[C:27]3[N:26]=[CH:25][CH:24]=[CH:23][C:22]=3CCC2)=[CH:12][CH:11]=1)=O)(C)(C)C.BrCC(O[C:40]([CH3:43])([CH3:42])[CH3:41])=O.[C:44](=[O:47])([O-])[O-:45].[K+].[K+].[CH3:50][C:51]#[N:52]. Given the product [N:26]1[CH:25]=[CH:24][CH:23]=[CH:22][C:27]=1[CH2:18][NH:17][CH2:16][C:13]1[CH:12]=[CH:11][C:10]([CH2:9][N:8]([CH2:6][C:44]([OH:45])=[O:47])[CH:28]2[C:42]3[N:52]=[CH:51][CH:50]=[CH:41][C:40]=3[CH2:43][CH2:34][CH2:29]2)=[CH:15][CH:14]=1, predict the reactants needed to synthesize it. (2) Given the product [C:10]([O-:12])(=[O:11])[CH3:9].[C:22]([C:19]1[CH:20]=[CH:21][C:16]([NH:13][C:14](=[O:15])[NH:1][C@H:2]([CH2:9][C:10]([OH:11])=[O:12])[CH2:4][N+:5]([CH3:8])([CH3:7])[CH3:6])=[CH:17][CH:18]=1)(=[O:23])[C:24]1[CH:25]=[CH:26][CH:27]=[CH:28][CH:29]=1, predict the reactants needed to synthesize it. The reactants are: [NH2:1][C:2]([CH2:9][C:10](=[O:12])[O-:11])([CH2:4][N+:5]([CH3:8])([CH3:7])[CH3:6])O.[N:13]([C:16]1[CH:21]=[CH:20][C:19]([C:22]([C:24]2[CH:29]=[CH:28][CH:27]=[CH:26][CH:25]=2)=[O:23])=[CH:18][CH:17]=1)=[C:14]=[O:15].